This data is from Reaction yield outcomes from USPTO patents with 853,638 reactions. The task is: Predict the reaction yield, written as a fraction of the theoretical maximum amount of product (1.0 means a 100% yield; for example, 0.34 means a 34% yield). (1) The catalyst is CN(C=O)C. The reactants are [C:1]([O:5][C:6]([NH:8][CH:9]([CH2:13][C:14]1[CH:19]=[CH:18][C:17]([O:20][C:21]2[CH:26]=[CH:25][C:24]([N+:27]([O-:29])=[O:28])=[CH:23][CH:22]=2)=[CH:16][CH:15]=1)[C:10]([OH:12])=[O:11])=[O:7])([CH3:4])([CH3:3])[CH3:2].[C:30](=O)(O)[O-].[Na+].IC. The yield is 0.972. The product is [CH3:30][O:11][C:10](=[O:12])[CH:9]([NH:8][C:6]([O:5][C:1]([CH3:4])([CH3:2])[CH3:3])=[O:7])[CH2:13][C:14]1[CH:19]=[CH:18][C:17]([O:20][C:21]2[CH:22]=[CH:23][C:24]([N+:27]([O-:29])=[O:28])=[CH:25][CH:26]=2)=[CH:16][CH:15]=1. (2) The reactants are Cl[CH2:2][C@H:3]1[O:8][CH2:7][C@@H:6]2[CH2:9][CH2:10][CH2:11][N:5]2[CH2:4]1.[C:12]([O-:15])(=[O:14])[CH3:13].[K+]. The catalyst is CN(C)C=O. The product is [C:12]([O:15][CH2:2][C@H:3]1[O:8][CH2:7][C@@H:6]2[CH2:9][CH2:10][CH2:11][N:5]2[CH2:4]1)(=[O:14])[CH3:13]. The yield is 0.970.